From a dataset of Forward reaction prediction with 1.9M reactions from USPTO patents (1976-2016). Predict the product of the given reaction. (1) Given the reactants ClC1C2C(=CC=CC=2)C(Cl)=NN=1.[Cl:13][C:14]1[C:23]2[C:18](=[CH:19][CH:20]=[CH:21][CH:22]=2)[C:17]([C:24]2[S:25][CH:26]=[C:27]([CH3:29])[CH:28]=2)=[N:16][N:15]=1.CC1C=C(B(O)O)SC=1.C(=O)([O-])[O-].[Na+].[Na+].O1CCOCC1.ClC1C2C(=CC=CC=2)C(Cl)=NN=1, predict the reaction product. The product is: [Cl:13][C:14]1[C:23]2[C:18](=[CH:19][CH:20]=[CH:21][CH:22]=2)[C:17]([C:24]2[S:25][CH:26]=[C:27]([CH3:29])[CH:28]=2)=[N:16][N:15]=1. (2) Given the reactants [C:1]1([C:7]2[CH:16]=[C:15]3[C:10]([C:11]([OH:31])=[C:12]([C:20]([NH:22][CH2:23][C:24]([O:26]C(C)(C)C)=[O:25])=[O:21])[C:13](=[O:19])[C:14]3([CH3:18])[CH3:17])=[CH:9][CH:8]=2)[CH:6]=[CH:5][CH:4]=[CH:3][CH:2]=1.C(O)(C(F)(F)F)=O, predict the reaction product. The product is: [C:1]1([C:7]2[CH:16]=[C:15]3[C:10]([C:11]([OH:31])=[C:12]([C:20]([NH:22][CH2:23][C:24]([OH:26])=[O:25])=[O:21])[C:13](=[O:19])[C:14]3([CH3:17])[CH3:18])=[CH:9][CH:8]=2)[CH:6]=[CH:5][CH:4]=[CH:3][CH:2]=1. (3) Given the reactants Cl[C:2]1[N:7]2[CH:8]=[CH:9][N:10]=[C:6]2[CH:5]=[C:4]([C:11]2[CH:12]=[N:13][N:14]([CH3:16])[CH:15]=2)[N:3]=1.[CH3:17][C:18]1[C:22](B2OC(C)(C)C(C)(C)O2)=[CH:21][NH:20][N:19]=1.[O-]P([O-])([O-])=O.[K+].[K+].[K+].COCCOC, predict the reaction product. The product is: [CH3:16][N:14]1[CH:15]=[C:11]([C:4]2[N:3]=[C:2]([C:22]3[C:18]([CH3:17])=[N:19][NH:20][CH:21]=3)[N:7]3[CH:8]=[CH:9][N:10]=[C:6]3[CH:5]=2)[CH:12]=[N:13]1. (4) Given the reactants [CH:1]1([CH:7]([C:9]2[O:10][C:11]3[CH:18]=[CH:17][CH:16]=[CH:15][C:12]=3[C:13]=2[CH3:14])O)[CH2:6][CH2:5][CH2:4][CH2:3][CH2:2]1.S(Cl)([Cl:21])=O.C(=O)([O-])O.[Na+], predict the reaction product. The product is: [Cl:21][CH:7]([CH:1]1[CH2:6][CH2:5][CH2:4][CH2:3][CH2:2]1)[C:9]1[O:10][C:11]2[CH:18]=[CH:17][CH:16]=[CH:15][C:12]=2[C:13]=1[CH3:14].